Dataset: HIV replication inhibition screening data with 41,000+ compounds from the AIDS Antiviral Screen. Task: Binary Classification. Given a drug SMILES string, predict its activity (active/inactive) in a high-throughput screening assay against a specified biological target. (1) The drug is CCCC[PH](CCCC)(CCCC)[Fe-3](C#[O+])(C#[O+])(C#[O+])C#[O+]. The result is 0 (inactive). (2) The compound is O=C(O)CC1CC=CCC1CC(=O)O. The result is 0 (inactive).